From a dataset of Reaction yield outcomes from USPTO patents with 853,638 reactions. Predict the reaction yield, written as a fraction of the theoretical maximum amount of product (1.0 means a 100% yield; for example, 0.34 means a 34% yield). (1) The reactants are C([O:3][C:4]([CH2:6][C:7]1[C:16]2[C:11](=[CH:12][C:13]([OH:17])=[CH:14][CH:15]=2)[O:10][C:9](=[O:18])[CH:8]=1)=O)C.[NH3:19]. The catalyst is CO. The product is [NH2:19][C:4]([CH2:6][C:7]1[C:16]2[C:11](=[CH:12][C:13]([OH:17])=[CH:14][CH:15]=2)[O:10][C:9](=[O:18])[CH:8]=1)=[O:3]. The yield is 0.500. (2) The reactants are [CH3:1][O:2][C:3]1[CH:8]=[CH:7][C:6]([CH2:9][CH2:10][CH2:11][C:12]([NH2:14])=O)=[CH:5][CH:4]=1.[H-].[H-].[H-].[H-].[Li+].[Al+3].[OH-].[Na+]. The catalyst is C1COCC1. The product is [CH3:1][O:2][C:3]1[CH:8]=[CH:7][C:6]([CH2:9][CH2:10][CH2:11][CH2:12][NH2:14])=[CH:5][CH:4]=1. The yield is 0.970. (3) The reactants are [O:1]1[C:5]2([CH2:10][CH2:9][N:8]([CH:11]([CH3:15])[CH2:12][CH2:13][NH2:14])[CH2:7][CH2:6]2)[O:4][CH2:3][CH2:2]1.[CH3:16][C:17]1[C:22]([C:23](O)=[O:24])=[C:21]([CH3:26])[N:20]=[CH:19][N:18]=1. No catalyst specified. The product is [O:4]1[C:5]2([CH2:6][CH2:7][N:8]([CH:11]([CH3:15])[CH2:12][CH2:13][NH:14][C:23]([C:22]3[C:17]([CH3:16])=[N:18][CH:19]=[N:20][C:21]=3[CH3:26])=[O:24])[CH2:9][CH2:10]2)[O:1][CH2:2][CH2:3]1. The yield is 0.730. (4) The reactants are Cl[C:2]1[N:7]=[C:6]([O:8][CH3:9])[N:5]=[C:4]([NH:10][CH2:11][CH2:12][C:13]2[CH:18]=[CH:17][C:16]([O:19][CH3:20])=[CH:15][CH:14]=2)[CH:3]=1.[C:21]([C:24]1[CH:25]=[C:26](B(O)O)[CH:27]=[CH:28][CH:29]=1)([OH:23])=[O:22].C([O-])([O-])=O.[Cs+].[Cs+]. The yield is 0.904. The catalyst is COCCOC.O.C1C=CC([P]([Pd]([P](C2C=CC=CC=2)(C2C=CC=CC=2)C2C=CC=CC=2)([P](C2C=CC=CC=2)(C2C=CC=CC=2)C2C=CC=CC=2)[P](C2C=CC=CC=2)(C2C=CC=CC=2)C2C=CC=CC=2)(C2C=CC=CC=2)C2C=CC=CC=2)=CC=1. The product is [CH3:9][O:8][C:6]1[N:7]=[C:2]([C:28]2[CH:29]=[C:24]([CH:25]=[CH:26][CH:27]=2)[C:21]([OH:23])=[O:22])[CH:3]=[C:4]([NH:10][CH2:11][CH2:12][C:13]2[CH:18]=[CH:17][C:16]([O:19][CH3:20])=[CH:15][CH:14]=2)[N:5]=1. (5) The reactants are [Br:1][C:2]1[CH:3]=[N:4][CH:5]=[N:6][CH:7]=1.[CH:8]1([Mg]Br)[CH2:10][CH2:9]1.O.C(C1C(=O)C(Cl)=C(Cl)C(=O)C=1C#N)#N. The catalyst is CCOCC.C1COCC1. The product is [Br:1][C:2]1[C:3]([CH:8]2[CH2:10][CH2:9]2)=[N:4][CH:5]=[N:6][CH:7]=1. The yield is 0.200. (6) The reactants are [NH2:1][C:2]1[C:7]([C:8]2[CH:9]=[C:10]([NH:14][S:15]([C:18]3[CH:23]=[CH:22][C:21]([O:24]C)=[CH:20][CH:19]=3)(=[O:17])=[O:16])[CH:11]=[CH:12][CH:13]=2)=[C:6]([NH:26][C@H:27]([C:29]2[N:34]([C:35]3[CH:40]=[CH:39][CH:38]=[CH:37][CH:36]=3)[C:33](=[O:41])[C:32]3=[CH:42][CH:43]=[CH:44][N:31]3[N:30]=2)[CH3:28])[N:5]=[CH:4][N:3]=1.B(Br)(Br)Br. The catalyst is ClCCl. The product is [NH2:1][C:2]1[C:7]([C:8]2[CH:9]=[C:10]([NH:14][S:15]([C:18]3[CH:19]=[CH:20][C:21]([OH:24])=[CH:22][CH:23]=3)(=[O:17])=[O:16])[CH:11]=[CH:12][CH:13]=2)=[C:6]([NH:26][C@H:27]([C:29]2[N:34]([C:35]3[CH:40]=[CH:39][CH:38]=[CH:37][CH:36]=3)[C:33](=[O:41])[C:32]3=[CH:42][CH:43]=[CH:44][N:31]3[N:30]=2)[CH3:28])[N:5]=[CH:4][N:3]=1. The yield is 0.380. (7) The reactants are C([O:3][C:4](=O)[CH2:5][C:6]([C@@H:8]1[CH2:13][CH2:12][N:11]([C:14]([O:16][CH3:17])=[O:15])[C@@H:10]([CH2:18][C:19]2[CH:24]=[CH:23][C:22]([C:25]([F:28])([F:27])[F:26])=[CH:21][CH:20]=2)[CH2:9]1)=[O:7])C.[OH-].[Na+].Cl.[NH2:33]O.Cl. The catalyst is CO.CO.O.C(OCC)(=O)C.O. The product is [O:3]=[C:4]1[CH:5]=[C:6]([C@@H:8]2[CH2:13][CH2:12][N:11]([C:14]([O:16][CH3:17])=[O:15])[C@@H:10]([CH2:18][C:19]3[CH:24]=[CH:23][C:22]([C:25]([F:28])([F:27])[F:26])=[CH:21][CH:20]=3)[CH2:9]2)[O:7][NH:33]1. The yield is 0.554. (8) The catalyst is O1CCCC1. The product is [Cl:1][C:2]1[N:7]=[C:6]([C:8]([OH:10])([CH3:12])[CH3:9])[C:5]([F:11])=[CH:4][N:3]=1. The reactants are [Cl:1][C:2]1[N:7]=[C:6]([C:8](=[O:10])[CH3:9])[C:5]([F:11])=[CH:4][N:3]=1.[CH3:12][Mg]Br.C(OCC)C. The yield is 0.640. (9) The reactants are [CH:1](=[C:8]([C:12](=[O:14])[CH3:13])[C:9](=[O:11])[CH3:10])[C:2]1[CH:7]=[CH:6][CH:5]=[CH:4][CH:3]=1. The catalyst is [Pd].C(OCC)(=O)C. The product is [CH2:1]([CH:8]([C:9](=[O:11])[CH3:10])[C:12](=[O:14])[CH3:13])[C:2]1[CH:7]=[CH:6][CH:5]=[CH:4][CH:3]=1. The yield is 0.990.